This data is from Forward reaction prediction with 1.9M reactions from USPTO patents (1976-2016). The task is: Predict the product of the given reaction. (1) Given the reactants [F:1][C:2]1[CH:25]=[CH:24][CH:23]=[CH:22][C:3]=1[CH2:4][N:5]1[C:9]2=[N:10][CH:11]=[CH:12][CH:13]=[C:8]2[C:7]([C:14]2[N:19]=[C:18]([NH2:20])[C:17]([NH2:21])=[CH:16][CH:15]=2)=[N:6]1.O[CH:27]1[CH:32](O)OCCO1, predict the reaction product. The product is: [F:1][C:2]1[CH:25]=[CH:24][CH:23]=[CH:22][C:3]=1[CH2:4][N:5]1[C:9]2=[N:10][CH:11]=[CH:12][CH:13]=[C:8]2[C:7]([C:14]2[CH:15]=[CH:16][C:17]3[C:18]([N:19]=2)=[N:20][CH:27]=[CH:32][N:21]=3)=[N:6]1. (2) The product is: [CH:24]1(/[CH:30]=[CH:31]/[C:2]2[N:7]=[C:6]([CH2:8][O:9][N:10]=[C:11]([C:18]3[N:22]([CH3:23])[N:21]=[N:20][N:19]=3)[C:12]3[CH:17]=[CH:16][CH:15]=[CH:14][CH:13]=3)[CH:5]=[CH:4][CH:3]=2)[CH2:29][CH2:28][CH2:27][CH2:26][CH2:25]1. Given the reactants Br[C:2]1[N:7]=[C:6]([CH2:8][O:9][N:10]=[C:11]([C:18]2[N:22]([CH3:23])[N:21]=[N:20][N:19]=2)[C:12]2[CH:17]=[CH:16][CH:15]=[CH:14][CH:13]=2)[CH:5]=[CH:4][CH:3]=1.[CH:24]1(/[CH:30]=[CH:31]/B(O)O)[CH2:29][CH2:28][CH2:27][CH2:26][CH2:25]1.C([O-])([O-])=O.[Na+].[Na+], predict the reaction product. (3) The product is: [CH3:9][O:8][C:5]1[CH:6]=[CH:7][C:2]([CH:26]([C:24]2[S:25][C:21]([C:15]3[CH:16]=[CH:17][CH:18]=[CH:19][CH:20]=3)=[CH:22][CH:23]=2)[OH:27])=[CH:3][CH:4]=1. Given the reactants Br[C:2]1[CH:7]=[CH:6][C:5]([O:8][CH3:9])=[CH:4][CH:3]=1.[Li]CCCC.[C:15]1([C:21]2[S:25][C:24]([CH:26]=[O:27])=[CH:23][CH:22]=2)[CH:20]=[CH:19][CH:18]=[CH:17][CH:16]=1, predict the reaction product.